Dataset: Reaction yield outcomes from USPTO patents with 853,638 reactions. Task: Predict the reaction yield, written as a fraction of the theoretical maximum amount of product (1.0 means a 100% yield; for example, 0.34 means a 34% yield). (1) The reactants are [CH3:1]C(C)([O-])C.[K+].Br[C:8]([F:28])([F:27])[C:9]([NH:11][CH2:12][C:13]1(O)[CH2:18][CH2:17][N:16]([C:19]([O:21][C:22]([CH3:25])([CH3:24])[CH3:23])=[O:20])[CH2:15][CH2:14]1)=[O:10]. The catalyst is O1CCCC1.[Cl-].[Na+].O.C(OCC)(=O)C. The product is [F:27][C:8]1([F:28])[CH2:1][C:13]2([CH2:18][CH2:17][N:16]([C:19]([O:21][C:22]([CH3:25])([CH3:24])[CH3:23])=[O:20])[CH2:15][CH2:14]2)[CH2:12][NH:11][C:9]1=[O:10]. The yield is 0.310. (2) The reactants are F.F.F.C(N(CC)CC)C.C(N(CC)CC)C.[Si]([O:35][CH2:36][C@H:37]1[O:41][C@@H:40]([N:42]2[CH:49]=[C:48]([CH3:50])[C:46](=[O:47])[NH:45][C:43]2=[O:44])[C@H:39]([O:51][CH2:52][CH2:53][O:54][N:55]([CH3:57])[CH3:56])[C@@H:38]1[OH:58])(C(C)(C)C)(C1C=CC=CC=1)C1C=CC=CC=1.CO. The catalyst is C1COCC1.C(Cl)Cl. The product is [CH3:56][N:55]([CH3:57])[O:54][CH2:53][CH2:52][O:51][C@@H:39]1[C@H:38]([OH:58])[C@@H:37]([CH2:36][OH:35])[O:41][C@H:40]1[N:42]1[CH:49]=[C:48]([CH3:50])[C:46](=[O:47])[NH:45][C:43]1=[O:44]. The yield is 0.925. (3) The product is [OH:1][CH2:2][CH:3]1[CH2:5][O:6][C:18]([O:20][CH3:21])([CH3:19])[O:4]1. The reactants are [OH:1][CH2:2][CH:3]([CH2:5][OH:6])[OH:4].C1(C)C=CC(S(O)(=O)=O)=CC=1.[C:18](OC)(OC)([O:20][CH3:21])[CH3:19].C(=O)([O-])[O-].[Na+].[Na+]. The yield is 0.970. The catalyst is C(Cl)Cl. (4) The reactants are [Br:1][C:2]1[CH:3]=[C:4]([CH:30]=[CH:31][CH:32]=1)[CH2:5][N:6]1[C:14]2[C:13](=[O:15])[N:12]([CH3:16])[C:11](=[O:17])[N:10]([CH3:18])[C:9]=2[N:8]=[C:7]1[NH:19][C:20]1[CH:25]=[CH:24][CH:23]=[C:22]([C:26]([F:29])([F:28])[F:27])[CH:21]=1.[H-].[Na+].I[CH3:36]. The catalyst is CN(C=O)C. The product is [Br:1][C:2]1[CH:3]=[C:4]([CH:30]=[CH:31][CH:32]=1)[CH2:5][N:6]1[C:14]2[C:13](=[O:15])[N:12]([CH3:16])[C:11](=[O:17])[N:10]([CH3:18])[C:9]=2[N:8]=[C:7]1[N:19]([CH3:36])[C:20]1[CH:25]=[CH:24][CH:23]=[C:22]([C:26]([F:29])([F:28])[F:27])[CH:21]=1. The yield is 0.808. (5) The reactants are [CH2:1]([NH:8][C:9]1[C:10]2[S:18][CH:17]=[C:16](Br)[C:11]=2[N:12]=[C:13]([Cl:15])[N:14]=1)[C:2]1[CH:7]=[CH:6][CH:5]=[CH:4][CH:3]=1.[CH2:20]([Sn](CCCC)(CCCC)C=C)[CH2:21]CC.[F-].[K+]. The catalyst is O1CCOCC1.C1C=CC([P]([Pd]([P](C2C=CC=CC=2)(C2C=CC=CC=2)C2C=CC=CC=2)([P](C2C=CC=CC=2)(C2C=CC=CC=2)C2C=CC=CC=2)[P](C2C=CC=CC=2)(C2C=CC=CC=2)C2C=CC=CC=2)(C2C=CC=CC=2)C2C=CC=CC=2)=CC=1. The product is [CH2:1]([NH:8][C:9]1[C:10]2[S:18][CH:17]=[C:16]([CH:20]=[CH2:21])[C:11]=2[N:12]=[C:13]([Cl:15])[N:14]=1)[C:2]1[CH:7]=[CH:6][CH:5]=[CH:4][CH:3]=1. The yield is 0.550.